From a dataset of Forward reaction prediction with 1.9M reactions from USPTO patents (1976-2016). Predict the product of the given reaction. (1) Given the reactants [CH3:1][O:2][C:3]1[C:21]([N:22]=O)=[C:6]2[CH:7]=[CH:8][CH:9]=[C:10]([C:11]3[C:16]([CH3:17])=[CH:15][C:14]([CH3:18])=[CH:13][C:12]=3[O:19][CH3:20])[N:5]2[N:4]=1.O.C(O)(=O)C, predict the reaction product. The product is: [CH3:1][O:2][C:3]1[C:21]([NH2:22])=[C:6]2[CH:7]=[CH:8][CH:9]=[C:10]([C:11]3[C:16]([CH3:17])=[CH:15][C:14]([CH3:18])=[CH:13][C:12]=3[O:19][CH3:20])[N:5]2[N:4]=1. (2) Given the reactants Br[C:2]1[CH:7]=[CH:6][C:5]([NH:8][CH2:9][C:10]2[CH:15]=[CH:14][C:13]([Cl:16])=[CH:12][C:11]=2[C:17]2[CH:18]=[CH:19][C:20]([C:23]([NH:25][CH2:26][CH2:27][C:28]([O:30]CC)=[O:29])=[O:24])=[N:21][CH:22]=2)=[CH:4][CH:3]=1.[C:33]([C:36]1[CH:41]=[CH:40][C:39](B(O)O)=[CH:38][CH:37]=1)(=[O:35])[CH3:34].C([O-])([O-])=O.[Na+].[Na+].Cl, predict the reaction product. The product is: [C:33]([C:36]1[CH:41]=[CH:40][C:39]([C:2]2[CH:3]=[CH:4][C:5]([NH:8][CH2:9][C:10]3[CH:15]=[CH:14][C:13]([Cl:16])=[CH:12][C:11]=3[C:17]3[CH:18]=[CH:19][C:20]([C:23]([NH:25][CH2:26][CH2:27][C:28]([OH:30])=[O:29])=[O:24])=[N:21][CH:22]=3)=[CH:6][CH:7]=2)=[CH:38][CH:37]=1)(=[O:35])[CH3:34].